Task: Predict the reactants needed to synthesize the given product.. Dataset: Full USPTO retrosynthesis dataset with 1.9M reactions from patents (1976-2016) (1) The reactants are: C(OC([N:8]1[CH:13]2[CH2:14][CH2:15][CH:9]1[CH2:10][C:11]([O:23][CH3:24])([C:16]1[C:21]([CH3:22])=[CH:20][CH:19]=[CH:18][N:17]=1)[CH2:12]2)=O)(C)(C)C.C(Cl)[Cl:26]. Given the product [ClH:26].[CH3:24][O:23][C:11]1([C:16]2[C:21]([CH3:22])=[CH:20][CH:19]=[CH:18][N:17]=2)[CH2:12][CH:13]2[NH:8][CH:9]([CH2:15][CH2:14]2)[CH2:10]1, predict the reactants needed to synthesize it. (2) Given the product [CH3:8][C:3]1[CH:4]=[C:5]([CH3:7])[CH:6]=[C:1]([CH3:13])[C:2]=1[CH2:9][C:10]([N:33]1[CH2:37][CH2:36][C:35]([C:38]2[CH:39]=[CH:40][C:41]([NH:44][S:45]([CH3:48])(=[O:47])=[O:46])=[CH:42][CH:43]=2)=[N:34]1)=[O:12], predict the reactants needed to synthesize it. The reactants are: [C:1]1([CH3:13])[CH:6]=[C:5]([CH3:7])[CH:4]=[C:3]([CH3:8])[C:2]=1[CH2:9][C:10]([OH:12])=O.C(Cl)(=O)C(Cl)=O.C([O-])([O-])=O.[Cs+].[Cs+].OC(C(F)(F)F)=O.[NH:33]1[CH2:37][CH2:36][C:35]([C:38]2[CH:43]=[CH:42][C:41]([NH:44][S:45]([CH3:48])(=[O:47])=[O:46])=[CH:40][CH:39]=2)=[N:34]1. (3) Given the product [CH3:22][C:21]1([CH3:23])[C:17]([CH3:26])([CH3:16])[O:18][B:19](/[CH:24]=[CH:25]/[C:2]2[CH:15]=[CH:14][C:5]([CH2:6][CH2:7][N:8]3[CH2:13][CH2:12][O:11][CH2:10][CH2:9]3)=[CH:4][CH:3]=2)[O:20]1, predict the reactants needed to synthesize it. The reactants are: Br[C:2]1[CH:15]=[CH:14][C:5]([CH2:6][CH2:7][N:8]2[CH2:13][CH2:12][O:11][CH2:10][CH2:9]2)=[CH:4][CH:3]=1.[CH3:16][C:17]1([CH3:26])[C:21]([CH3:23])([CH3:22])[O:20][B:19]([CH:24]=[CH2:25])[O:18]1.CCN(CC)CC. (4) Given the product [CH2:26]([C:19]1[CH:20]=[CH:21][CH:22]=[C:23]([CH2:24][CH3:25])[C:18]=1[C:13]1[N:12]=[CH:11][C:10]([CH2:9][OH:8])=[C:15]([O:16][CH3:17])[CH:14]=1)[CH3:27], predict the reactants needed to synthesize it. The reactants are: [H-].[H-].[H-].[H-].[Li+].[Al+3].C[O:8][C:9](=O)[C:10]1[C:15]([O:16][CH3:17])=[CH:14][C:13]([C:18]2[C:23]([CH2:24][CH3:25])=[CH:22][CH:21]=[CH:20][C:19]=2[CH2:26][CH3:27])=[N:12][CH:11]=1. (5) Given the product [NH:11]1[C:19]2[C:14](=[CH:15][C:16](/[CH:20]=[C:3]3/[C:2](=[O:10])[NH:1][C:9]4[C:4]/3=[CH:5][CH:6]=[CH:7][CH:8]=4)=[CH:17][CH:18]=2)[CH:13]=[N:12]1, predict the reactants needed to synthesize it. The reactants are: [NH:1]1[C:9]2[C:4](=[CH:5][CH:6]=[CH:7][CH:8]=2)[CH2:3][C:2]1=[O:10].[NH:11]1[C:19]2[C:14](=[CH:15][C:16]([CH:20]=O)=[CH:17][CH:18]=2)[CH:13]=[N:12]1.N1CCCCC1. (6) Given the product [Cl:1][C:2]1[N:7]=[C:6]([O:9][C@@H:10]2[CH2:14][CH2:13][N:12]([C:15]([O:17][C:18]([CH3:21])([CH3:20])[CH3:19])=[O:16])[CH2:11]2)[CH:5]=[CH:4][N:3]=1, predict the reactants needed to synthesize it. The reactants are: [Cl:1][C:2]1[N:7]=[C:6](Cl)[CH:5]=[CH:4][N:3]=1.[OH:9][C@@H:10]1[CH2:14][CH2:13][N:12]([C:15]([O:17][C:18]([CH3:21])([CH3:20])[CH3:19])=[O:16])[CH2:11]1.C(=O)([O-])[O-].[Cs+].[Cs+]. (7) Given the product [C:11]([O:13][CH3:14])(=[O:12])[C:3]#[C:2][CH2:1][CH2:8][CH:7]=[CH2:6], predict the reactants needed to synthesize it. The reactants are: [CH2:1]([Mg]Br)[CH:2]=[CH2:3].[CH2:6](Cl)[C:7]#[CH:8].Cl[C:11]([O:13][CH3:14])=[O:12]. (8) Given the product [NH2:33][C:2](=[NH:1])[C:3]1[CH:32]=[CH:31][C:6]([O:7][CH2:8][CH2:9][CH2:10][CH:11]2[CH2:16][CH2:15][N:14]([CH2:17][CH2:18][CH2:19][O:20][C:21]3[CH:22]=[CH:23][C:24]([C:25]([NH2:28])=[NH:26])=[CH:29][CH:30]=3)[CH2:13][CH2:12]2)=[CH:5][CH:4]=1, predict the reactants needed to synthesize it. The reactants are: [NH2:1][C:2](=[N:33]O)[C:3]1[CH:32]=[CH:31][C:6]([O:7][CH2:8][CH2:9][CH2:10][CH:11]2[CH2:16][CH2:15][N:14]([CH2:17][CH2:18][CH2:19][O:20][C:21]3[CH:30]=[CH:29][C:24]([C:25]([NH2:28])=[N:26]O)=[CH:23][CH:22]=3)[CH2:13][CH2:12]2)=[CH:5][CH:4]=1.C(OC(=O)C)(=O)C. (9) Given the product [Cl:1][C:2]1[CH:7]=[CH:6][C:5]([C@H:8]([OH:9])[C@@H:10]2[O:17][C@@H:16]3[C@@H:12]([O:13][C:14]([CH3:18])([CH3:19])[O:15]3)[C@@H:11]2[OH:20])=[CH:4][C:3]=1[CH2:21][C:22]1[CH:31]=[CH:30][C:25]2[O:26][CH2:27][CH2:28][O:29][C:24]=2[CH:23]=1, predict the reactants needed to synthesize it. The reactants are: [Cl:1][C:2]1[CH:7]=[CH:6][C:5]([C:8]([C@@H:10]2[O:17][C@@H:16]3[C@@H:12]([O:13][C:14]([CH3:19])([CH3:18])[O:15]3)[C@@H:11]2[OH:20])=[O:9])=[CH:4][C:3]=1[CH2:21][C:22]1[CH:31]=[CH:30][C:25]2[O:26][CH2:27][CH2:28][O:29][C:24]=2[CH:23]=1.[BH4-].[Na+]. (10) Given the product [Cl:17][CH2:18][C:19]1[N:13]=[C:12]([CH:11]=[CH:10][C:7]2[CH:6]=[CH:5][C:4]([O:3][C:2]([F:15])([F:1])[F:16])=[CH:9][CH:8]=2)[S:14][CH:21]=1, predict the reactants needed to synthesize it. The reactants are: [F:1][C:2]([F:16])([F:15])[O:3][C:4]1[CH:9]=[CH:8][C:7]([CH:10]=[CH:11][C:12](=[S:14])[NH2:13])=[CH:6][CH:5]=1.[Cl:17][CH2:18][C:19]([CH2:21]Cl)=O.